The task is: Predict which catalyst facilitates the given reaction.. This data is from Catalyst prediction with 721,799 reactions and 888 catalyst types from USPTO. Reactant: [C:1]([O:5][C:6]([CH:8]1[NH:13][CH2:12][C:11]2S[C:15]([C:17]([O-:19])=O)=[N:16][C:10]=2[CH2:9]1)=[O:7])([CH3:4])([CH3:3])[CH3:2].[Li+].Cl.[Cl:22][C:23]1[CH:24]=[CH:25][C:26]2[CH:30]=[C:29]([S:31]([N:34]3[CH2:39][CH2:38][NH:37][CH2:36][CH2:35]3)(=[O:33])=[O:32])[S:28][C:27]=2[CH:40]=1.O.[OH:42]N1C2C=CC=CC=2N=N1.CN(C)CCCN=C=NCC. Product: [C:1]([O:5][C:6]([CH:8]1[NH:13][CH2:12][C:11]2[O:42][C:15]([C:17]([N:37]3[CH2:38][CH2:39][N:34]([S:31]([C:29]4[S:28][C:27]5[CH:40]=[C:23]([Cl:22])[CH:24]=[CH:25][C:26]=5[CH:30]=4)(=[O:33])=[O:32])[CH2:35][CH2:36]3)=[O:19])=[N:16][C:10]=2[CH2:9]1)=[O:7])([CH3:2])([CH3:3])[CH3:4]. The catalyst class is: 255.